From a dataset of Forward reaction prediction with 1.9M reactions from USPTO patents (1976-2016). Predict the product of the given reaction. (1) Given the reactants [CH2:1]([N:8]1[C:16]2[C:11](=[CH:12][CH:13]=[C:14]([C:17](O)=[O:18])[CH:15]=2)[C:10]([C:20](=[O:31])[NH:21][CH2:22][C:23]2[CH:28]=[CH:27][C:26]([F:29])=[C:25]([F:30])[CH:24]=2)=[C:9]1[CH:32]([CH3:34])[CH3:33])[C:2]1[CH:7]=[CH:6][CH:5]=[CH:4][CH:3]=1.F[P-](F)(F)(F)(F)F.N1([O:51][P+](N(C)C)(N(C)C)N(C)C)C2C=CC=CC=2N=N1.CC[N:64](C(C)C)[CH:65]([CH3:67])[CH3:66], predict the reaction product. The product is: [CH2:1]([N:8]1[C:16]2[C:11](=[CH:12][CH:13]=[C:14]([C:17]([NH:64][C@H:65]([CH3:67])[CH2:66][OH:51])=[O:18])[CH:15]=2)[C:10]([C:20]([NH:21][CH2:22][C:23]2[CH:28]=[CH:27][C:26]([F:29])=[C:25]([F:30])[CH:24]=2)=[O:31])=[C:9]1[CH:32]([CH3:33])[CH3:34])[C:2]1[CH:3]=[CH:4][CH:5]=[CH:6][CH:7]=1. (2) Given the reactants [I:1][C:2]1[CH:8]=[CH:7][C:5]([NH2:6])=[CH:4][CH:3]=1.[O:9]1[CH2:14][CH2:13][CH2:12][CH2:11][CH:10]1[O:15][C:16]1[CH:17]=[C:18]([CH:21]=[CH:22][CH:23]=1)[CH:19]=O.S([O-])([O-])(=O)=O.[Mg+2].[BH4-].[Na+].C(=O)(O)[O-].[Na+], predict the reaction product. The product is: [I:1][C:2]1[CH:8]=[CH:7][C:5]([NH:6][CH2:19][C:18]2[CH:21]=[CH:22][CH:23]=[C:16]([O:15][CH:10]3[CH2:11][CH2:12][CH2:13][CH2:14][O:9]3)[CH:17]=2)=[CH:4][CH:3]=1. (3) Given the reactants [CH:1]1([C@H:4]([C:6]2[CH:11]=[CH:10][CH:9]=[C:8]([C@@H:12]([CH3:15])[CH2:13][CH3:14])[C:7]=2[OH:16])[CH3:5])[CH2:3][CH2:2]1.[OH-].[Na+].Br[CH2:20][Cl:21], predict the reaction product. The product is: [Cl:21][CH2:20][O:16][C:7]1[C:8]([C@@H:12]([CH3:15])[CH2:13][CH3:14])=[CH:9][CH:10]=[CH:11][C:6]=1[C@@H:4]([CH:1]1[CH2:3][CH2:2]1)[CH3:5]. (4) Given the reactants [C:1]1([P:7]([C:14]2[CH:19]=[CH:18][CH:17]=[CH:16][CH:15]=2)[C:8]2[CH:13]=[CH:12][CH:11]=[CH:10][CH:9]=2)[CH:6]=[CH:5][CH:4]=[CH:3][CH:2]=1.[Br:20][CH2:21][C:22]([C:24]1[CH:29]=[CH:28][C:27]([O:30][C:31]([F:34])([F:33])[F:32])=[CH:26][CH:25]=1)=[O:23], predict the reaction product. The product is: [Br-:20].[O:23]=[C:22]([C:24]1[CH:25]=[CH:26][C:27]([O:30][C:31]([F:32])([F:33])[F:34])=[CH:28][CH:29]=1)[CH2:21][P+:7]([C:1]1[CH:2]=[CH:3][CH:4]=[CH:5][CH:6]=1)([C:8]1[CH:13]=[CH:12][CH:11]=[CH:10][CH:9]=1)[C:14]1[CH:15]=[CH:16][CH:17]=[CH:18][CH:19]=1. (5) Given the reactants [Cl-].O[NH3+].C(O)C.CC[N:9](C(C)C)C(C)C.[Cl:16][C:17]1[CH:22]=[CH:21][N:20]=[C:19]([NH:23][C:24]([NH:26]C(=O)OCC)=S)[CH:18]=1, predict the reaction product. The product is: [Cl:16][C:17]1[CH:22]=[CH:21][N:20]2[N:9]=[C:24]([NH2:26])[N:23]=[C:19]2[CH:18]=1. (6) Given the reactants N[C:2]1[C:3]([CH3:11])=[C:4]([CH:8]=[CH:9][CH:10]=1)[C:5]([OH:7])=[O:6].S(=O)(=O)(O)[OH:13].N([O-])=O.[Na+].NC(N)=O.N([O-])=O, predict the reaction product. The product is: [OH:13][C:2]1[C:3]([CH3:11])=[C:4]([CH:8]=[CH:9][CH:10]=1)[C:5]([OH:7])=[O:6]. (7) The product is: [CH2:1]([C:3]1[S:7]/[C:6](=[N:8]\[C:9](=[O:14])[C:10]([F:13])([F:12])[F:11])/[N:5]([CH2:16][C:17]2[C:26]3[C:21](=[CH:22][CH:23]=[CH:24][CH:25]=3)[CH:20]=[CH:19][CH:18]=2)[CH:4]=1)[CH3:2]. Given the reactants [CH2:1]([C:3]1[S:7][C:6]([NH:8][C:9](=[O:14])[C:10]([F:13])([F:12])[F:11])=[N:5][CH:4]=1)[CH3:2].Cl[CH2:16][C:17]1[C:26]2[C:21](=[CH:22][CH:23]=[CH:24][CH:25]=2)[CH:20]=[CH:19][CH:18]=1, predict the reaction product.